From a dataset of M1 muscarinic receptor agonist screen with 61,833 compounds. Binary Classification. Given a drug SMILES string, predict its activity (active/inactive) in a high-throughput screening assay against a specified biological target. The result is 0 (inactive). The drug is Clc1ccc(CSc2sc(SCC(=O)N3CCOCC3)nn2)cc1.